Dataset: Catalyst prediction with 721,799 reactions and 888 catalyst types from USPTO. Task: Predict which catalyst facilitates the given reaction. (1) Reactant: [Cl:1][C:2]1[CH:7]=[CH:6][C:5]([C:8]2[C:9]([C:14]([O:16][CH3:17])=[O:15])=[CH:10][CH:11]=[CH:12][CH:13]=2)=[CH:4][C:3]=1[C:18]([O-:20])=O.C(Cl)(=O)C(Cl)=O.[CH3:27][C:28]1([CH2:35][NH2:36])[CH2:34][CH2:33][CH2:32][CH2:31][CH2:30][CH2:29]1.C(N(CC)CC)C. Product: [Cl:1][C:2]1[CH:7]=[CH:6][C:5]([C:8]2[C:9]([C:14]([O:16][CH3:17])=[O:15])=[CH:10][CH:11]=[CH:12][CH:13]=2)=[CH:4][C:3]=1[C:18]([NH:36][CH2:35][C:28]1([CH3:27])[CH2:34][CH2:33][CH2:32][CH2:31][CH2:30][CH2:29]1)=[O:20]. The catalyst class is: 204. (2) Reactant: [F:1][C:2]([F:24])([F:23])[C:3]1[CH:8]=[CH:7][CH:6]=[CH:5][C:4]=1[C:9]1[CH:14]=[CH:13][N:12]2[CH:15]=[N:16][C:17]([C:18]([O:20]CC)=[O:19])=[C:11]2[N:10]=1.[OH-].[K+].CO. Product: [F:24][C:2]([F:1])([F:23])[C:3]1[CH:8]=[CH:7][CH:6]=[CH:5][C:4]=1[C:9]1[CH:14]=[CH:13][N:12]2[CH:15]=[N:16][C:17]([C:18]([OH:20])=[O:19])=[C:11]2[N:10]=1. The catalyst class is: 6. (3) Reactant: [CH2:1]([CH:3]([CH2:29][CH3:30])[CH:4]([C:10]1[CH:28]=[CH:27][C:13]2[N:14]=[C:15]([C:17]3[CH:26]=[CH:25][C:20]([C:21]([O:23]C)=[O:22])=[CH:19][CH:18]=3)[S:16][C:12]=2[CH:11]=1)[N:5]1[CH:9]=[CH:8][N:7]=[CH:6]1)[CH3:2].[Li+].[OH-]. Product: [CH2:29]([CH:3]([CH2:1][CH3:2])[CH:4]([C:10]1[CH:28]=[CH:27][C:13]2[N:14]=[C:15]([C:17]3[CH:26]=[CH:25][C:20]([C:21]([OH:23])=[O:22])=[CH:19][CH:18]=3)[S:16][C:12]=2[CH:11]=1)[N:5]1[CH:9]=[CH:8][N:7]=[CH:6]1)[CH3:30]. The catalyst class is: 127. (4) Reactant: [CH2:1]([O:3][C:4]1[CH:5]=[CH:6][C:7]([F:23])=[C:8]([C:10]2[CH:15]=[C:14]([CH:16]([CH3:18])[CH3:17])[N:13]=[C:12]([C:19](OC)=[O:20])[CH:11]=2)[CH:9]=1)[CH3:2].CC(C[AlH]CC(C)C)C.C1(C)C=CC=CC=1. Product: [CH2:1]([O:3][C:4]1[CH:5]=[CH:6][C:7]([F:23])=[C:8]([C:10]2[CH:15]=[C:14]([CH:16]([CH3:17])[CH3:18])[N:13]=[C:12]([CH:19]=[O:20])[CH:11]=2)[CH:9]=1)[CH3:2]. The catalyst class is: 1. (5) Reactant: C1C(=O)N([Br:8])C(=O)C1.[CH:9]([S:12]([C:15]1[CH:20]=[CH:19][C:18]([C:21]2[N:22]=[CH:23][C:24]([NH2:27])=[N:25][CH:26]=2)=[CH:17][CH:16]=1)(=[O:14])=[O:13])([CH3:11])[CH3:10].O. Product: [Br:8][C:23]1[C:24]([NH2:27])=[N:25][CH:26]=[C:21]([C:18]2[CH:19]=[CH:20][C:15]([S:12]([CH:9]([CH3:11])[CH3:10])(=[O:13])=[O:14])=[CH:16][CH:17]=2)[N:22]=1. The catalyst class is: 31. (6) Reactant: [CH3:1][O:2][C:3]1[C:4]([CH2:18][OH:19])([CH2:13][CH2:14][CH:15]([CH3:17])[CH3:16])[C:5]2[C:10]([CH2:11][CH:12]=1)=[CH:9][CH:8]=[CH:7][CH:6]=2.[C:20](OC(=O)C)(=[O:22])[CH3:21].N1C=CC=CC=1. Product: [C:20]([O:19][CH2:18][C:4]1([CH2:13][CH2:14][CH:15]([CH3:16])[CH3:17])[C:5]2[C:10](=[CH:9][CH:8]=[CH:7][CH:6]=2)[CH2:11][CH:12]=[C:3]1[O:2][CH3:1])(=[O:22])[CH3:21]. The catalyst class is: 6. (7) Reactant: [OH:1][C@H:2]1[CH2:42][N:5]2[C:6](=[O:41])[C@@H:7]([NH:33][C:34](=[O:40])[O:35][C:36]([CH3:39])([CH3:38])[CH3:37])[C@H:8]([CH3:32])[O:9][C@H:10]([CH3:31])[CH2:11][CH2:12][CH:13]=[CH:14][C@@H:15]3[CH2:20][C@@:16]3([C:21](=[O:30])[NH:22][S:23]([C:26]3([CH3:29])[CH2:28][CH2:27]3)(=[O:25])=[O:24])[NH:17][C:18](=[O:19])[C@@H:4]2[CH2:3]1.F[C:44]1[C:53]2[C:48](=[CH:49][C:50]([O:55][CH3:56])=[C:51]([F:54])[CH:52]=2)[CH:47]=[CH:46][N:45]=1.CC(C)([O-])C.[K+]. Product: [F:54][C:51]1[CH:52]=[C:53]2[C:48]([CH:47]=[CH:46][N:45]=[C:44]2[O:1][C@H:2]2[CH2:42][N:5]3[C:6](=[O:41])[C@@H:7]([NH:33][C:34](=[O:40])[O:35][C:36]([CH3:39])([CH3:38])[CH3:37])[C@H:8]([CH3:32])[O:9][C@H:10]([CH3:31])[CH2:11][CH2:12][CH:13]=[CH:14][C@@H:15]4[CH2:20][C@@:16]4([C:21](=[O:30])[NH:22][S:23]([C:26]4([CH3:29])[CH2:27][CH2:28]4)(=[O:25])=[O:24])[NH:17][C:18](=[O:19])[C@@H:4]3[CH2:3]2)=[CH:49][C:50]=1[O:55][CH3:56]. The catalyst class is: 16. (8) Reactant: [Cl:1][C:2]1[CH:3]=[C:4]([NH2:18])[C:5]([NH2:17])=[CH:6][C:7]=1[O:8][C:9]1[CH:14]=[CH:13][C:12]([Cl:15])=[CH:11][C:10]=1[Cl:16].[F:19][C:20]([F:25])([F:24])[C:21](O)=O. Product: [Cl:1][C:2]1[C:7]([O:8][C:9]2[CH:14]=[CH:13][C:12]([Cl:15])=[CH:11][C:10]=2[Cl:16])=[CH:6][C:5]2[NH:17][C:21]([C:20]([F:25])([F:24])[F:19])=[N:18][C:4]=2[CH:3]=1. The catalyst class is: 33. (9) Reactant: [CH3:1][C:2]1[CH:7]=[CH:6][C:5]([C:8]2[C:9](=[O:22])[N:10]([CH2:18][C:19](O)=[O:20])[C:11]3([CH2:17][CH2:16][CH2:15][CH2:14][CH2:13]3)[N:12]=2)=[CH:4][CH:3]=1.C(Cl)(=O)C([Cl:26])=O. Product: [CH3:1][C:2]1[CH:7]=[CH:6][C:5]([C:8]2[C:9](=[O:22])[N:10]([CH2:18][C:19]([Cl:26])=[O:20])[C:11]3([CH2:17][CH2:16][CH2:15][CH2:14][CH2:13]3)[N:12]=2)=[CH:4][CH:3]=1. The catalyst class is: 85.